From a dataset of Forward reaction prediction with 1.9M reactions from USPTO patents (1976-2016). Predict the product of the given reaction. (1) Given the reactants [C:1]([N:4]1[CH2:10][C:9]2[CH:11]=[CH:12][C:13]([C:15](OC)=[O:16])=[CH:14][C:8]=2[O:7][CH2:6][C@H:5]1[CH3:19])(=[O:3])[CH3:2].[OH-:20].[Na+].[NH2:22]O, predict the reaction product. The product is: [C:1]([N:4]1[CH2:10][C:9]2[CH:11]=[CH:12][C:13]([C:15]([NH:22][OH:20])=[O:16])=[CH:14][C:8]=2[O:7][CH2:6][C@H:5]1[CH3:19])(=[O:3])[CH3:2]. (2) Given the reactants [NH2:1][C:2]1[CH:7]=[CH:6][CH:5]=[CH:4][CH:3]=1.[Br:8][CH2:9][CH2:10][CH2:11][CH2:12][C:13]1([C:26](Cl)=[O:27])[C:25]2[CH:24]=[CH:23][CH:22]=[CH:21][C:20]=2[C:19]2[C:14]1=[CH:15][CH:16]=[CH:17][CH:18]=2, predict the reaction product. The product is: [C:2]1([NH:1][C:26]([C:13]2([CH2:12][CH2:11][CH2:10][CH2:9][Br:8])[C:25]3[CH:24]=[CH:23][CH:22]=[CH:21][C:20]=3[C:19]3[C:14]2=[CH:15][CH:16]=[CH:17][CH:18]=3)=[O:27])[CH:7]=[CH:6][CH:5]=[CH:4][CH:3]=1. (3) Given the reactants [Br:1][C:2]1[CH:10]=[CH:9][C:5]([C:6]([OH:8])=O)=[CH:4][C:3]=1[C:11]([OH:13])=[O:12].S(=O)(=O)(O)O.[CH3:19]CCCCC.[CH3:25][OH:26], predict the reaction product. The product is: [CH3:25][O:26][C:6](=[O:8])[C:5]1[CH:9]=[CH:10][C:2]([Br:1])=[C:3]([C:11]([O:13][CH3:19])=[O:12])[CH:4]=1. (4) The product is: [F:2][C:3]1[CH:11]=[C:10]2[C:6]([C:7]([C:21]3[CH:22]=[N:23][N:24]([CH:26]4[CH2:31][CH2:30][N:29]([C:32](=[O:36])[CH:33]([CH3:35])[CH3:34])[CH2:28][CH2:27]4)[CH:25]=3)=[CH:8][N:9]2[S:12]([C:15]2[CH:16]=[CH:17][CH:18]=[CH:19][CH:20]=2)(=[O:13])=[O:14])=[CH:5][CH:4]=1. Given the reactants Cl.[F:2][C:3]1[CH:11]=[C:10]2[C:6]([C:7]([C:21]3[CH:22]=[N:23][N:24]([CH:26]4[CH2:31][CH2:30][NH:29][CH2:28][CH2:27]4)[CH:25]=3)=[CH:8][N:9]2[S:12]([C:15]2[CH:20]=[CH:19][CH:18]=[CH:17][CH:16]=2)(=[O:14])=[O:13])=[CH:5][CH:4]=1.[C:32](O)(=[O:36])[CH:33]([CH3:35])[CH3:34], predict the reaction product. (5) Given the reactants [N:1]1[CH:6]=[C:5]([CH2:7][OH:8])[CH:4]=[N:3][CH:2]=1.[CH3:9][S:10](Cl)(=[O:12])=[O:11], predict the reaction product. The product is: [N:1]1[CH:6]=[C:5]([CH2:7][O:8][S:10]([CH3:9])(=[O:12])=[O:11])[CH:4]=[N:3][CH:2]=1. (6) Given the reactants [NH2:1][CH:2]1[CH2:11][C:10]2[CH:9]=[C:8]([O:12][C:13]3[CH:18]=[CH:17][N:16]=[C:15]([C:19]([NH:21][CH3:22])=[O:20])[CH:14]=3)[CH:7]=[CH:6][C:5]=2[CH2:4][CH2:3]1.[F:23][C:24]1[CH:25]=[C:26]([CH:30]=[CH:31][C:32]=1[O:33][CH3:34])[C:27](O)=[O:28].CCN(C(C)C)C(C)C.CN(C(ON1N=NC2C=CC=CC1=2)=[N+](C)C)C.[B-](F)(F)(F)F, predict the reaction product. The product is: [F:23][C:24]1[CH:25]=[C:26]([CH:30]=[CH:31][C:32]=1[O:33][CH3:34])[C:27]([NH:1][CH:2]1[CH2:11][C:10]2[CH:9]=[C:8]([O:12][C:13]3[CH:18]=[CH:17][N:16]=[C:15]([C:19]([NH:21][CH3:22])=[O:20])[CH:14]=3)[CH:7]=[CH:6][C:5]=2[CH2:4][CH2:3]1)=[O:28].